From a dataset of Full USPTO retrosynthesis dataset with 1.9M reactions from patents (1976-2016). Predict the reactants needed to synthesize the given product. (1) Given the product [C:15]([N:8]1[C:9]2[C:5](=[CH:4][C:3]([C:2]([F:1])([F:13])[F:14])=[CH:11][CH:10]=2)[CH2:6][C:7]1=[O:12])(=[O:17])[CH3:16], predict the reactants needed to synthesize it. The reactants are: [F:1][C:2]([F:14])([F:13])[C:3]1[CH:11]=[CH:10][C:9]2[C:5](=[CH:6][C:7](=[O:12])[N:8]=2)[CH:4]=1.[C:15](OC(=O)C)(=[O:17])[CH3:16]. (2) Given the product [NH2:1][C:2]1[N:3]=[C:4]([Cl:39])[C:5]2[CH:10]=[CH:9][N:8]([C@@H:11]3[O:26][C@H:25]([CH2:27][OH:28])[C@@H:14]([OH:15])[C@@:12]3([CH3:38])[OH:13])[C:6]=2[N:7]=1, predict the reactants needed to synthesize it. The reactants are: [NH2:1][C:2]1[N:3]=[C:4]([Cl:39])[C:5]2[CH:10]=[CH:9][N:8]([C@@H:11]3[O:26][C@H:25]([CH2:27][O:28]CC4C=CC(Cl)=CC=4Cl)[C@@H:14]([O:15]CC4C=CC(Cl)=CC=4Cl)[C@@:12]3([CH3:38])[OH:13])[C:6]=2[N:7]=1.B(Cl)(Cl)Cl. (3) Given the product [Br:1][C:2]1[CH:3]=[C:4]2[C:5](=[CH:22][CH:23]=1)[O:6][C:7]1=[N:16][C:15]([F:17])=[C:14]([Si:18]([CH3:19])([CH3:21])[CH3:20])[CH:13]=[C:8]1[C:9]2=[O:11], predict the reactants needed to synthesize it. The reactants are: [Br:1][C:2]1[CH:23]=[CH:22][C:5]([O:6][C:7]2[N:16]=[C:15]([F:17])[C:14]([Si:18]([CH3:21])([CH3:20])[CH3:19])=[CH:13][C:8]=2[C:9]([O:11]C)=O)=[C:4](I)[CH:3]=1.C([Mg]Cl)(C)C.